Predict which catalyst facilitates the given reaction. From a dataset of Catalyst prediction with 721,799 reactions and 888 catalyst types from USPTO. (1) Reactant: [Cl:1][S:2]([OH:5])(=O)=[O:3].[C:6]1([C:12]2[C:16]([C:17]3[CH:22]=[CH:21][CH:20]=[CH:19][CH:18]=3)=[C:15]([CH3:23])[O:14][N:13]=2)[CH:11]=[CH:10][CH:9]=[CH:8][CH:7]=1. Product: [C:6]1([C:12]2[C:16]([C:17]3[CH:18]=[CH:19][C:20]([S:2]([Cl:1])(=[O:5])=[O:3])=[CH:21][CH:22]=3)=[C:15]([CH3:23])[O:14][N:13]=2)[CH:11]=[CH:10][CH:9]=[CH:8][CH:7]=1. The catalyst class is: 4. (2) Reactant: Cl[CH2:2][C:3]([NH:5][C:6]1[C:19]2[C:18](=[O:20])[C:17]3[C:12](=[CH:13][CH:14]=[CH:15][C:16]=3[NH:21][C:22](=[O:25])[CH2:23]Cl)[C:11](=[O:26])[C:10]=2[CH:9]=[CH:8][CH:7]=1)=[O:4].[N:27]1[CH:32]=[CH:31]C=[CH:29][CH:28]=1.[CH2:33]([NH:35][CH2:36][CH3:37])[CH3:34]. Product: [CH2:32]([N:27]([CH2:28][CH3:29])[CH2:2][C:3]([NH:5][C:6]1[C:19]2[C:18](=[O:20])[C:17]3[C:12](=[CH:13][CH:14]=[CH:15][C:16]=3[NH:21][C:22](=[O:25])[CH2:23][N:35]([CH2:36][CH3:37])[CH2:33][CH3:34])[C:11](=[O:26])[C:10]=2[CH:9]=[CH:8][CH:7]=1)=[O:4])[CH3:31]. The catalyst class is: 9. (3) Reactant: Br[C:2]1[CH:30]=[CH:29][C:5]([CH2:6][C@@H:7]([C:26]([OH:28])=[O:27])[NH:8][C:9]([C@H:11]2[CH2:16][CH2:15][C@H:14]([CH2:17][NH:18][C:19]([O:21][C:22]([CH3:25])([CH3:24])[CH3:23])=[O:20])[CH2:13][CH2:12]2)=[O:10])=[CH:4][CH:3]=1.OC(C(O)(C)C)(C)C.[CH3:39][C:40]1[CH:45]=[C:44]([C:46]([O:48][CH3:49])=[O:47])[CH:43]=[CH:42][C:41]=1B([O-])[O-].C(=O)([O-])[O-].[Na+].[Na+].C(#N)C. Product: [C:22]([O:21][C:19]([NH:18][CH2:17][C@H:14]1[CH2:15][CH2:16][C@H:11]([C:9]([NH:8][C@@H:7]([CH2:6][C:5]2[CH:29]=[CH:30][C:2]([C:41]3[CH:42]=[CH:43][C:44]([C:46]([O:48][CH3:49])=[O:47])=[CH:45][C:40]=3[CH3:39])=[CH:3][CH:4]=2)[C:26]([OH:28])=[O:27])=[O:10])[CH2:12][CH2:13]1)=[O:20])([CH3:25])([CH3:24])[CH3:23]. The catalyst class is: 423.